Task: Predict the reaction yield, written as a fraction of the theoretical maximum amount of product (1.0 means a 100% yield; for example, 0.34 means a 34% yield).. Dataset: Reaction yield outcomes from USPTO patents with 853,638 reactions (1) The catalyst is CN(C=O)C. The product is [Cl:3][C:4]1[N:12]=[C:11]2[C:7]([N:8]([CH2:21][O:22][CH2:23][CH2:24][Si:25]([CH3:28])([CH3:27])[CH3:26])[C:9](=[O:19])[N:10]2[CH:13]2[CH2:14][CH2:15][O:16][CH2:17][CH2:18]2)=[CH:6][N:5]=1. The reactants are [H-].[Na+].[Cl:3][C:4]1[N:12]=[C:11]2[C:7]([NH:8][C:9](=[O:19])[N:10]2[CH:13]2[CH2:18][CH2:17][O:16][CH2:15][CH2:14]2)=[CH:6][N:5]=1.Cl[CH2:21][O:22][CH2:23][CH2:24][Si:25]([CH3:28])([CH3:27])[CH3:26]. The yield is 0.980. (2) The reactants are [Br:1][C:2]1[CH:3]=[N:4][CH:5]=[CH:6][C:7]=1[O:8][C:9]1[CH:14]=[C:13]([F:15])[C:12]([N+:16]([O-])=O)=[CH:11][C:10]=1[F:19].O.O.[Sn](Cl)Cl. The catalyst is CCO. The product is [Br:1][C:2]1[CH:3]=[N:4][CH:5]=[CH:6][C:7]=1[O:8][C:9]1[C:10]([F:19])=[CH:11][C:12]([NH2:16])=[C:13]([F:15])[CH:14]=1. The yield is 1.12. (3) The reactants are [Br:1][C:2]1[CH:3]=[C:4]([C:14]([OH:16])=O)[C:5]2[CH:6]=[CH:7][N:8]([CH:11]([CH3:13])[CH3:12])[C:9]=2[CH:10]=1.[NH2:17][CH2:18][C:19]1[C:20](=[O:27])[NH:21][C:22]([CH3:26])=[CH:23][C:24]=1[CH3:25].ON1C2N=CC=CC=2N=N1.C(Cl)CCl.CN1CCOCC1. The catalyst is CS(C)=O. The product is [Br:1][C:2]1[CH:3]=[C:4]([C:14]([NH:17][CH2:18][C:19]2[C:20](=[O:27])[NH:21][C:22]([CH3:26])=[CH:23][C:24]=2[CH3:25])=[O:16])[C:5]2[CH:6]=[CH:7][N:8]([CH:11]([CH3:12])[CH3:13])[C:9]=2[CH:10]=1. The yield is 0.744. (4) The reactants are [C:1]([O:4][C@H:5]1[C@H:11]([O:12][C:13](=[O:15])[CH3:14])[C@@H:10]([O:16][C:17](=[O:19])[CH3:18])[C@:9]2([C:21]3[CH:26]=[CH:25][C:24]([Cl:27])=[C:23]([CH2:28]Br)[CH:22]=3)[O:20][C@@:6]1([CH2:30][O:31][C:32](=[O:34])[CH3:33])[CH2:7][O:8]2)(=[O:3])[CH3:2].CC1(C)C(C)(C)OB([C:43]2[CH:58]=[CH:57][C:46]([O:47][C:48]3[CH:53]=[CH:52][C:51]([C:54](=[O:56])[CH3:55])=[CH:50][CH:49]=3)=[CH:45][CH:44]=2)O1.C(=O)([O-])[O-].[Na+].[Na+].CN(C=O)C. The catalyst is [Pd].O. The product is [C:1]([O:4][C@H:5]1[C@H:11]([O:12][C:13](=[O:15])[CH3:14])[C@@H:10]([O:16][C:17](=[O:19])[CH3:18])[C@:9]2([C:21]3[CH:26]=[CH:25][C:24]([Cl:27])=[C:23]([CH2:28][C:43]4[CH:44]=[CH:45][C:46]([O:47][C:48]5[CH:53]=[CH:52][C:51]([C:54](=[O:56])[CH3:55])=[CH:50][CH:49]=5)=[CH:57][CH:58]=4)[CH:22]=3)[O:20][C@@:6]1([CH2:30][O:31][C:32](=[O:34])[CH3:33])[CH2:7][O:8]2)(=[O:3])[CH3:2]. The yield is 0.366. (5) The reactants are CS(C)=O.C(Cl)(=O)C(Cl)=O.[CH3:11][C:12]1[C:26]([O:27][CH3:28])=[CH:25][C:15]([C:16]([N:18]2[CH2:22][CH2:21][CH2:20][CH:19]2[CH2:23][OH:24])=[O:17])=[C:14]([NH:29][C:30]([O:32][CH2:33][C:34]([Cl:37])([Cl:36])[Cl:35])=[O:31])[C:13]=1[O:38][CH3:39]. The catalyst is C(Cl)Cl.O. The product is [CH3:11][C:12]1[C:26]([O:27][CH3:28])=[CH:25][C:15]2[C:16](=[O:17])[N:18]3[CH2:22][CH2:21][CH2:20][C@H:19]3[C@H:23]([OH:24])[N:29]([C:30]([O:32][CH2:33][C:34]([Cl:37])([Cl:36])[Cl:35])=[O:31])[C:14]=2[C:13]=1[O:38][CH3:39]. The yield is 0.870. (6) The reactants are [Cl:1][C:2]1[CH:3]=[C:4]2[C:9](=[CH:10][CH:11]=1)[CH:8]=[C:7]([S:12]([CH2:15][CH2:16][C:17]([OH:19])=O)(=[O:14])=[O:13])[CH:6]=[CH:5]2.C1C=CC2N(O)N=NC=2C=1.CCN=C=NCCCN(C)C.Cl.Cl.[CH3:43][C:44]1[N:48]2[CH2:49][CH2:50][N:51]([CH:54]3[CH2:59][CH2:58][NH:57][CH2:56][CH2:55]3)[C:52](=[O:53])[C:47]2=[CH:46][N:45]=1.C1CCN2C(=NCCC2)CC1. The catalyst is C(#N)C.C(N(CC)CC)C. The product is [Cl:1][C:2]1[CH:3]=[C:4]2[C:9](=[CH:10][CH:11]=1)[CH:8]=[C:7]([S:12]([CH2:15][CH2:16][C:17]([N:57]1[CH2:56][CH2:55][CH:54]([N:51]3[CH2:50][CH2:49][N:48]4[C:44]([CH3:43])=[N:45][CH:46]=[C:47]4[C:52]3=[O:53])[CH2:59][CH2:58]1)=[O:19])(=[O:13])=[O:14])[CH:6]=[CH:5]2. The yield is 0.480. (7) The reactants are [CH2:1]([CH:3]=[CH:4][PH:5](=[O:7])[OH:6])[CH3:2].[CH2:8](O)[CH2:9][OH:10]. The catalyst is C1(C)C=CC=CC=1. The product is [CH2:1]([CH:3]=[CH:4][PH:5](=[O:6])[O:7][CH2:8][CH2:9][OH:10])[CH3:2]. The yield is 0.940.